This data is from Peptide-MHC class I binding affinity with 185,985 pairs from IEDB/IMGT. The task is: Regression. Given a peptide amino acid sequence and an MHC pseudo amino acid sequence, predict their binding affinity value. This is MHC class I binding data. The peptide sequence is EFDNYRGTI. The MHC is HLA-B58:01 with pseudo-sequence HLA-B58:01. The binding affinity (normalized) is 0.0847.